This data is from NCI-60 drug combinations with 297,098 pairs across 59 cell lines. The task is: Regression. Given two drug SMILES strings and cell line genomic features, predict the synergy score measuring deviation from expected non-interaction effect. (1) Drug 1: CC1CCC2CC(C(=CC=CC=CC(CC(C(=O)C(C(C(=CC(C(=O)CC(OC(=O)C3CCCCN3C(=O)C(=O)C1(O2)O)C(C)CC4CCC(C(C4)OC)O)C)C)O)OC)C)C)C)OC. Drug 2: N.N.Cl[Pt+2]Cl. Cell line: BT-549. Synergy scores: CSS=30.2, Synergy_ZIP=-5.11, Synergy_Bliss=-4.99, Synergy_Loewe=-0.354, Synergy_HSA=-0.738. (2) Drug 1: C1=NC2=C(N1)C(=S)N=CN2. Drug 2: CCN(CC)CCCC(C)NC1=C2C=C(C=CC2=NC3=C1C=CC(=C3)Cl)OC. Cell line: SK-MEL-5. Synergy scores: CSS=29.3, Synergy_ZIP=-8.49, Synergy_Bliss=-0.540, Synergy_Loewe=-12.3, Synergy_HSA=-0.0624. (3) Drug 1: C1CC(=O)NC(=O)C1N2CC3=C(C2=O)C=CC=C3N. Drug 2: CC1=CC2C(CCC3(C2CCC3(C(=O)C)OC(=O)C)C)C4(C1=CC(=O)CC4)C. Cell line: SW-620. Synergy scores: CSS=-3.41, Synergy_ZIP=-1.17, Synergy_Bliss=-6.58, Synergy_Loewe=-7.74, Synergy_HSA=-9.15. (4) Drug 1: CC1=CC=C(C=C1)C2=CC(=NN2C3=CC=C(C=C3)S(=O)(=O)N)C(F)(F)F. Synergy scores: CSS=8.05, Synergy_ZIP=-0.468, Synergy_Bliss=-4.91, Synergy_Loewe=-1.71, Synergy_HSA=-1.27. Drug 2: CC1CCC2CC(C(=CC=CC=CC(CC(C(=O)C(C(C(=CC(C(=O)CC(OC(=O)C3CCCCN3C(=O)C(=O)C1(O2)O)C(C)CC4CCC(C(C4)OC)OCCO)C)C)O)OC)C)C)C)OC. Cell line: K-562. (5) Drug 1: COC1=CC(=CC(=C1O)OC)C2C3C(COC3=O)C(C4=CC5=C(C=C24)OCO5)OC6C(C(C7C(O6)COC(O7)C8=CC=CS8)O)O. Drug 2: CC1C(C(CC(O1)OC2CC(CC3=C2C(=C4C(=C3O)C(=O)C5=C(C4=O)C(=CC=C5)OC)O)(C(=O)C)O)N)O.Cl. Cell line: 786-0. Synergy scores: CSS=43.1, Synergy_ZIP=1.26, Synergy_Bliss=5.26, Synergy_Loewe=4.30, Synergy_HSA=7.18. (6) Drug 1: COC1=C(C=C2C(=C1)N=CN=C2NC3=CC(=C(C=C3)F)Cl)OCCCN4CCOCC4. Drug 2: CN(C)C1=NC(=NC(=N1)N(C)C)N(C)C. Cell line: LOX IMVI. Synergy scores: CSS=5.91, Synergy_ZIP=-0.228, Synergy_Bliss=1.37, Synergy_Loewe=-0.100, Synergy_HSA=3.30. (7) Drug 1: C1=CC(=CC=C1CCCC(=O)O)N(CCCl)CCCl. Drug 2: C1=CC=C(C=C1)NC(=O)CCCCCCC(=O)NO. Cell line: K-562. Synergy scores: CSS=30.2, Synergy_ZIP=-11.8, Synergy_Bliss=-2.65, Synergy_Loewe=-9.41, Synergy_HSA=-0.119. (8) Drug 1: CS(=O)(=O)C1=CC(=C(C=C1)C(=O)NC2=CC(=C(C=C2)Cl)C3=CC=CC=N3)Cl. Drug 2: CCCS(=O)(=O)NC1=C(C(=C(C=C1)F)C(=O)C2=CNC3=C2C=C(C=N3)C4=CC=C(C=C4)Cl)F. Cell line: SNB-19. Synergy scores: CSS=-0.816, Synergy_ZIP=1.80, Synergy_Bliss=3.44, Synergy_Loewe=0.669, Synergy_HSA=1.11. (9) Cell line: NCI-H460. Drug 2: COCCOC1=C(C=C2C(=C1)C(=NC=N2)NC3=CC=CC(=C3)C#C)OCCOC.Cl. Drug 1: CC(C)(C#N)C1=CC(=CC(=C1)CN2C=NC=N2)C(C)(C)C#N. Synergy scores: CSS=-0.0185, Synergy_ZIP=1.66, Synergy_Bliss=2.31, Synergy_Loewe=0.941, Synergy_HSA=0.208. (10) Drug 1: CS(=O)(=O)C1=CC(=C(C=C1)C(=O)NC2=CC(=C(C=C2)Cl)C3=CC=CC=N3)Cl. Drug 2: CCC1(C2=C(COC1=O)C(=O)N3CC4=CC5=C(C=CC(=C5CN(C)C)O)N=C4C3=C2)O.Cl. Cell line: MDA-MB-435. Synergy scores: CSS=7.71, Synergy_ZIP=3.46, Synergy_Bliss=7.07, Synergy_Loewe=-76.2, Synergy_HSA=-0.433.